Predict which catalyst facilitates the given reaction. From a dataset of Catalyst prediction with 721,799 reactions and 888 catalyst types from USPTO. (1) Reactant: [C:1]([O:4][CH2:5][C:6](Cl)=[O:7])(=[O:3])[CH3:2].[NH2:9][CH:10]1[CH2:15][CH2:14][N:13]([CH2:16][C:17]2[CH:18]=[CH:19][N:20]3[C:25]=2[C:24]([NH:26][C:27]2[CH:28]=[C:29]4[C:33](=[CH:34][CH:35]=2)[N:32]([CH2:36][C:37]2[CH:42]=[CH:41][CH:40]=[C:39]([F:43])[CH:38]=2)[N:31]=[CH:30]4)=[N:23][CH:22]=[N:21]3)[CH2:12][CH2:11]1.C(N(CC)CC)C. Product: [F:43][C:39]1[CH:38]=[C:37]([CH:42]=[CH:41][CH:40]=1)[CH2:36][N:32]1[C:33]2[C:29](=[CH:28][C:27]([NH:26][C:24]3[C:25]4=[C:17]([CH2:16][N:13]5[CH2:12][CH2:11][CH:10]([NH:9][C:6]([CH2:5][O:4][C:1](=[O:3])[CH3:2])=[O:7])[CH2:15][CH2:14]5)[CH:18]=[CH:19][N:20]4[N:21]=[CH:22][N:23]=3)=[CH:35][CH:34]=2)[CH:30]=[N:31]1. The catalyst class is: 2. (2) Reactant: [CH3:1][O:2][C:3](=[O:31])[CH2:4][C:5]1[CH:10]=[C:9]([C:11]2[CH:16]=[CH:15][C:14]([C:17]([F:20])([F:19])[F:18])=[CH:13][CH:12]=2)[N:8]=[C:7]([C:21]2[CH:26]=[CH:25][C:24]([C:27]([F:30])([F:29])[F:28])=[CH:23][CH:22]=2)[CH:6]=1.C[Si]([N-][Si](C)(C)C)(C)C.[K+].Br[CH2:43][C:44]([CH3:46])=[CH2:45]. Product: [CH3:1][O:2][C:3](=[O:31])[CH:4]([C:5]1[CH:6]=[C:7]([C:21]2[CH:26]=[CH:25][C:24]([C:27]([F:30])([F:28])[F:29])=[CH:23][CH:22]=2)[N:8]=[C:9]([C:11]2[CH:12]=[CH:13][C:14]([C:17]([F:18])([F:19])[F:20])=[CH:15][CH:16]=2)[CH:10]=1)[CH2:45][C:44]([CH3:46])=[CH2:43]. The catalyst class is: 1. (3) Reactant: [CH3:1][O:2][C:3]([C:5]1[C:13]2[N:12]=[C:11]([C:14](Cl)(Cl)Cl)[NH:10][C:9]=2[CH:8]=[CH:7][CH:6]=1)=[O:4].Cl.Cl.[CH:20]([N:23]1[CH2:28][CH2:27][CH:26]([NH2:29])[CH2:25][CH2:24]1)([CH3:22])[CH3:21].C([O-])(O)=[O:31].[Na+]. Product: [CH3:1][O:2][C:3]([C:5]1[C:13]2[N:12]=[C:11]([C:14](=[O:31])[NH:29][CH:26]3[CH2:27][CH2:28][N:23]([CH:20]([CH3:22])[CH3:21])[CH2:24][CH2:25]3)[NH:10][C:9]=2[CH:8]=[CH:7][CH:6]=1)=[O:4]. The catalyst class is: 20. (4) Reactant: Cl.[NH2:2][CH2:3][C:4]1[CH:9]=[CH:8][C:7]([C:10]2[C:11]([C:17]([O:19][CH3:20])=[O:18])=[C:12]([F:16])[CH:13]=[CH:14][CH:15]=2)=[CH:6][C:5]=1[F:21].[OH2:22].ON1[C:28]2[CH:29]=[CH:30][CH:31]=[CH:32][C:27]=2N=N1.C(N([CH2:38][CH3:39])CC)C.Cl.CN(C)CCCN=C=NCC.[CH2:52]1[CH2:56][O:55][CH2:54][CH2:53]1. Product: [CH2:56]([O:55][CH2:54][C@@H:53]1[CH2:52][C@H:39]1[C:38]([NH:2][CH2:3][C:4]1[CH:9]=[CH:8][C:7]([C:10]2[C:11]([C:17]([O:19][CH3:20])=[O:18])=[C:12]([F:16])[CH:13]=[CH:14][CH:15]=2)=[CH:6][C:5]=1[F:21])=[O:22])[C:27]1[CH:32]=[CH:31][CH:30]=[CH:29][CH:28]=1. The catalyst class is: 13. (5) Reactant: [CH:1]1[CH:2]=[CH:3][C:4]2[C:5](=[CH:7][CH:8]=[CH:9][C:10]=2C(O)=O)[CH:6]=1.[Br:14][C:15]1[CH:23]=[CH:22][C:18]([CH2:19][CH2:20][NH2:21])=[CH:17][CH:16]=1.CC(C)N=C=NC(C)C.C1C=CC2N([OH:42])N=NC=2C=1.CN([CH:46]=[O:47])C. Product: [Br:14][C:15]1[CH:23]=[CH:22][C:18]([CH2:19][CH2:20][NH:21][C:46]([C:2]2[C:1]([OH:42])=[CH:6][C:5]3[C:4](=[CH:10][CH:9]=[CH:8][CH:7]=3)[CH:3]=2)=[O:47])=[CH:17][CH:16]=1. The catalyst class is: 142. (6) Reactant: [C:1]([O:4][C:5]([CH3:8])([CH3:7])[CH3:6])(=[O:3])[CH3:2].[Li].[O:10]=[C:11]([CH2:17][C@@H:18]([O:24][C:25]([O:27][CH2:28][C:29]([Cl:32])([Cl:31])[Cl:30])=[O:26])[C@@H:19]([CH3:23])[CH2:20][CH:21]=[CH2:22])[C:12]([CH3:16])([CH3:15])[CH:13]=[O:14].O. Product: [O:10]=[C:11]([CH2:17][C@@H:18]([O:24][C:25]([O:27][CH2:28][C:29]([Cl:30])([Cl:31])[Cl:32])=[O:26])[C@@H:19]([CH3:23])[CH2:20][CH:21]=[CH2:22])[C:12]([CH3:16])([CH3:15])[C@@H:13]([OH:14])[CH2:2][C:1]([O:4][C:5]([CH3:8])([CH3:7])[CH3:6])=[O:3]. The catalyst class is: 332. (7) Reactant: [H-].[Na+].[Br:3][C:4]1[CH:5]=[CH:6][C:7](=[O:10])[NH:8][CH:9]=1.[CH3:11]I. Product: [Br:3][C:4]1[CH:5]=[CH:6][C:7](=[O:10])[N:8]([CH3:11])[CH:9]=1. The catalyst class is: 1. (8) Reactant: [F:1][C:2]([F:6])([F:5])[CH2:3][NH2:4].C(N(CC)CC)C.[CH:14]([C:16]1[CH:24]=[CH:23][C:19]([C:20](Cl)=[O:21])=[CH:18][CH:17]=1)=[O:15]. Product: [CH:14]([C:16]1[CH:24]=[CH:23][C:19]([C:20]([NH:4][CH2:3][C:2]([F:6])([F:5])[F:1])=[O:21])=[CH:18][CH:17]=1)=[O:15]. The catalyst class is: 146. (9) Reactant: C(N(CC)CC)C.C(O)=O.[CH:11]([NH:13][CH:14]([C:20](=[O:36])[CH2:21][CH2:22][CH2:23][CH2:24][CH2:25][CH2:26][CH2:27][CH2:28][CH2:29][CH2:30][CH2:31][CH2:32][CH2:33][CH2:34][CH3:35])[C:15]([O:17][CH2:18][CH3:19])=[O:16])=[O:12]. Product: [CH:11]([NH:13][C@H:14]([C@H:20]([OH:36])[CH2:21][CH2:22][CH2:23][CH2:24][CH2:25][CH2:26][CH2:27][CH2:28][CH2:29][CH2:30][CH2:31][CH2:32][CH2:33][CH2:34][CH3:35])[C:15]([O:17][CH2:18][CH3:19])=[O:16])=[O:12]. The catalyst class is: 1.